This data is from Reaction yield outcomes from USPTO patents with 853,638 reactions. The task is: Predict the reaction yield, written as a fraction of the theoretical maximum amount of product (1.0 means a 100% yield; for example, 0.34 means a 34% yield). The reactants are [F:1][C:2]1[C:11]2[O:10][CH2:9][C:8](=[O:12])[NH:7][C:6]=2[CH:5]=[CH:4][CH:3]=1.C([O-])([O-])=O.[Cs+].[Cs+].[Cl:19][CH2:20][CH2:21][CH2:22]I. The catalyst is CCCCCCC.CCOC(C)=O. The product is [Cl:19][CH2:20][CH2:21][CH2:22][N:7]1[C:6]2[CH:5]=[CH:4][CH:3]=[C:2]([F:1])[C:11]=2[O:10][CH2:9][C:8]1=[O:12]. The yield is 0.600.